Dataset: Forward reaction prediction with 1.9M reactions from USPTO patents (1976-2016). Task: Predict the product of the given reaction. (1) Given the reactants [OH:1][N:2]1[C:7]([CH3:9])([CH3:8])[CH2:6][O:5][C:4](=[O:10])[C:3]1([CH3:12])[CH3:11].[ClH:13], predict the reaction product. The product is: [ClH:13].[OH:1][N:2]1[C:7]([CH3:8])([CH3:9])[CH2:6][O:5][C:4](=[O:10])[C:3]1([CH3:12])[CH3:11]. (2) Given the reactants [Br:1][C:2]1[CH:7]=[CH:6][C:5]([N:8]2[C:12](C(O)=O)=[C:11]([F:16])[CH:10]=[N:9]2)=[CH:4][CH:3]=1.C([N:19]([CH2:22]C)CC)C.C1(P(N=[N+]=[N-])(C2C=CC=CC=2)=[O:31])C=CC=CC=1.[Cl:41][C:42]1[CH:47]=[CH:46][CH:45]=[CH:44][C:43]=1[C@H:48]([OH:50])[CH3:49], predict the reaction product. The product is: [Cl:41][C:42]1[CH:47]=[CH:46][CH:45]=[CH:44][C:43]=1[C@H:48]([O:50][C:22](=[O:31])[NH:19][C:12]1[N:8]([C:5]2[CH:4]=[CH:3][C:2]([Br:1])=[CH:7][CH:6]=2)[N:9]=[CH:10][C:11]=1[F:16])[CH3:49]. (3) The product is: [Br:1][CH2:2][C:3]([C:5]1[C:6]([CH:28]2[CH2:31][CH2:30][CH2:29]2)=[CH:7][C:8]([CH3:27])=[C:9]([CH:26]=1)[C:10]([N:12]1[CH2:17][CH2:16][C:15]([C:18]2[CH:19]=[CH:20][C:21]([C:22]#[N:23])=[CH:24][CH:25]=2)([F:33])[CH2:14][CH2:13]1)=[O:11])=[O:4]. Given the reactants [Br:1][CH2:2][C:3]([C:5]1[C:6]([CH:28]2[CH2:31][CH2:30][CH2:29]2)=[CH:7][C:8]([CH3:27])=[C:9]([CH:26]=1)[C:10]([N:12]1[CH2:17][CH2:16][CH:15]([C:18]2[CH:25]=[CH:24][C:21]([C:22]#[N:23])=[CH:20][CH:19]=2)[CH2:14][CH2:13]1)=[O:11])=[O:4].Cl.[F:33]C1(C2C=CC(C#N)=CC=2)CCNCC1.Cl, predict the reaction product. (4) Given the reactants [Cl:1][C:2]1[S:6][N:5]=[C:4]([CH3:7])[C:3]=1[C:8](OCC)=[O:9].[H-].[Al+3].[Li+].[H-].[H-].[H-].C(OCC)(=O)C.O, predict the reaction product. The product is: [Cl:1][C:2]1[S:6][N:5]=[C:4]([CH3:7])[C:3]=1[CH2:8][OH:9]. (5) Given the reactants [CH2:1]([O:8][C@@H:9]1[C@@H:16]([O:17][CH2:18][C:19]2[CH:24]=[CH:23][CH:22]=[CH:21][CH:20]=2)[C@@H:15](O)[C@@H:14]([CH2:26][O:27][CH2:28][C:29]2[CH:34]=[CH:33][CH:32]=[CH:31][CH:30]=2)[O:13][C@H:10]1[O:11][CH3:12])[C:2]1[CH:7]=[CH:6][CH:5]=[CH:4][CH:3]=1.C(N(S(F)(F)[F:41])CC)C.C(=O)([O-])O.[Na+], predict the reaction product. The product is: [CH2:1]([O:8][C@@H:9]1[C@@H:16]([O:17][CH2:18][C:19]2[CH:24]=[CH:23][CH:22]=[CH:21][CH:20]=2)[C@H:15]([F:41])[C@@H:14]([CH2:26][O:27][CH2:28][C:29]2[CH:34]=[CH:33][CH:32]=[CH:31][CH:30]=2)[O:13][C@H:10]1[O:11][CH3:12])[C:2]1[CH:7]=[CH:6][CH:5]=[CH:4][CH:3]=1. (6) Given the reactants C([Si](C)(C)[O:6][CH:7]1[CH2:12][CH2:11][CH:10]([N:13]2[CH2:16][CH:15]([NH:17][C:18](=[O:34])[CH2:19][NH:20][C:21]3[C:25]4[CH:26]=[C:27]([C:30]([F:33])([F:32])[F:31])[CH:28]=[CH:29][C:24]=4[O:23][N:22]=3)[CH2:14]2)[CH2:9][CH2:8]1)(C)(C)C.Cl, predict the reaction product. The product is: [OH:6][CH:7]1[CH2:8][CH2:9][CH:10]([N:13]2[CH2:14][CH:15]([NH:17][C:18](=[O:34])[CH2:19][NH:20][C:21]3[C:25]4[CH:26]=[C:27]([C:30]([F:32])([F:33])[F:31])[CH:28]=[CH:29][C:24]=4[O:23][N:22]=3)[CH2:16]2)[CH2:11][CH2:12]1. (7) Given the reactants [F:1][C:2]([F:18])([F:17])[C:3]1[N:7]([C:8]2[CH:16]=[CH:15][C:11]([C:12]([OH:14])=O)=[CH:10][CH:9]=2)[N:6]=[CH:5][CH:4]=1.[C:19]([C:23]1[CH:29]=[CH:28][C:26]([NH2:27])=[CH:25][CH:24]=1)([CH3:22])([CH3:21])[CH3:20].C1CCC(N=C=NC2CCCCC2)CC1.C1C=CC2N(O)N=NC=2C=1.C(N(CC)CC)C, predict the reaction product. The product is: [C:19]([C:23]1[CH:24]=[CH:25][C:26]([NH:27][C:12](=[O:14])[C:11]2[CH:10]=[CH:9][C:8]([N:7]3[C:3]([C:2]([F:1])([F:18])[F:17])=[CH:4][CH:5]=[N:6]3)=[CH:16][CH:15]=2)=[CH:28][CH:29]=1)([CH3:22])([CH3:20])[CH3:21]. (8) Given the reactants C(OC(OCC)[C:5]1[CH:10]=[CH:9][C:8](C2C(=O)[C:6]3[C:7](C(OC)=O)=[CH:8][CH:9]=[CH:10][C:5]=3NC2[C:5]2[CH:10]=[CH:9][CH:8]=[CH:7][CH:6]=2)=[CH:7][CH:6]=1)C.[CH2:35]([O:37][CH:38]([O:67][CH2:68][CH3:69])[C:39]1[CH:44]=[CH:43][C:42]([CH:45]2[C:54](=O)[C:53]3[C:52]([C:56]([O:58]CC)=O)=[CH:51][CH:50]=[CH:49][C:48]=3[NH:47][CH:46]2C2C=CC=CC=2)=[CH:41][CH:40]=1)[CH3:36].O.[NH2:71][NH2:72], predict the reaction product. The product is: [CH2:68]([O:67][CH:38]([O:37][CH2:35][CH3:36])[C:39]1[CH:40]=[CH:41][C:42]([CH:45]2[C:54]3=[N:71][NH:72][C:56](=[O:58])[C:52]4[CH:51]=[CH:50][CH:49]=[C:48]([C:53]=43)[NH:47][CH:46]2[C:5]2[CH:10]=[CH:9][CH:8]=[CH:7][CH:6]=2)=[CH:43][CH:44]=1)[CH3:69].